From a dataset of Catalyst prediction with 721,799 reactions and 888 catalyst types from USPTO. Predict which catalyst facilitates the given reaction. (1) Reactant: [CH3:1][O:2][C:3]([C:5]1[C:9]2[N:10]=[CH:11][N:12](COCC[Si](C)(C)C)[C:13](=[O:14])[C:8]=2[N:7](COCC[Si](C)(C)C)[C:6]=1[Cl:31])=[O:4].C(O)(C(F)(F)F)=O. Product: [CH3:1][O:2][C:3]([C:5]1[C:9]2[N:10]=[CH:11][NH:12][C:13](=[O:14])[C:8]=2[NH:7][C:6]=1[Cl:31])=[O:4]. The catalyst class is: 2. (2) Reactant: C(O)(=O)C.[C:5]([C:8]1[CH:13]=[CH:12][C:11]([NH:14][C@@H:15]([C:32]2[N:36]=[C:35]([O:37][CH2:38][O:39][C:40]([O:42][CH:43]([CH3:45])[CH3:44])=[O:41])[N:34]([C:46]3[N:51]=[CH:50][CH:49]=[CH:48][N:47]=3)[N:33]=2)[C:16]2[C:17]([F:31])=[C:18]([CH:26]=[C:27]([O:29][CH3:30])[CH:28]=2)[O:19][CH2:20][CH2:21][O:22][C:23](=[O:25])[CH3:24])=[CH:10][CH:9]=1)(=[NH:7])[NH2:6].CN(C=O)C.[N+]([C:60]1C=C[C:63]([O:66][C:67](=O)[O:68]CCCC)=[CH:62][CH:61]=1)([O-])=O.C(N(CC)CC)C. Product: [NH2:7][C:5](=[N:6][C:67]([O:66][CH2:63][CH2:62][CH2:61][CH3:60])=[O:68])[C:8]1[CH:9]=[CH:10][C:11]([NH:14][C@@H:15]([C:32]2[N:36]=[C:35]([O:37][CH2:38][O:39][C:40]([O:42][CH:43]([CH3:45])[CH3:44])=[O:41])[N:34]([C:46]3[N:47]=[CH:48][CH:49]=[CH:50][N:51]=3)[N:33]=2)[C:16]2[C:17]([F:31])=[C:18]([CH:26]=[C:27]([O:29][CH3:30])[CH:28]=2)[O:19][CH2:20][CH2:21][O:22][C:23](=[O:25])[CH3:24])=[CH:12][CH:13]=1. The catalyst class is: 69. (3) Reactant: [H-].[Al+3].[Li+].[H-].[H-].[H-].C[O:8][C:9]([C:11]1([CH2:16][O:17][C:18]2[C:23]3[C:24]([O:27][CH2:28][CH:29]4[CH2:34][CH2:33][N:32]([C:35]([O:37][C:38]([CH3:41])([CH3:40])[CH3:39])=[O:36])[CH2:31][CH2:30]4)=[N:25][O:26][C:22]=3[CH:21]=[CH:20][CH:19]=2)[CH2:15][CH2:14][CH2:13][CH2:12]1)=O.C(OCC)(=O)C. Product: [OH:8][CH2:9][C:11]1([CH2:16][O:17][C:18]2[C:23]3[C:24]([O:27][CH2:28][CH:29]4[CH2:34][CH2:33][N:32]([C:35]([O:37][C:38]([CH3:41])([CH3:40])[CH3:39])=[O:36])[CH2:31][CH2:30]4)=[N:25][O:26][C:22]=3[CH:21]=[CH:20][CH:19]=2)[CH2:15][CH2:14][CH2:13][CH2:12]1. The catalyst class is: 27.